Predict the reactants needed to synthesize the given product. From a dataset of Full USPTO retrosynthesis dataset with 1.9M reactions from patents (1976-2016). Given the product [ClH:14].[CH:1](=[C:8]1[CH2:12][CH2:11][CH:10]([CH2:15][N:16]([CH3:18])[CH3:17])[C:9]1=[O:13])[C:2]1[CH:7]=[CH:6][CH:5]=[CH:4][CH:3]=1, predict the reactants needed to synthesize it. The reactants are: [CH:1](=[C:8]1[CH2:12][CH2:11][CH2:10][C:9]1=[O:13])[C:2]1[CH:7]=[CH:6][CH:5]=[CH:4][CH:3]=1.[Cl-:14].[CH3:15][N+:16](=[CH2:18])[CH3:17].